Dataset: Forward reaction prediction with 1.9M reactions from USPTO patents (1976-2016). Task: Predict the product of the given reaction. (1) Given the reactants [NH2:1][C:2]1[NH:3][C:4](=[S:16])[C:5]([C:14]#[N:15])=[C:6]([C:8]2[CH:13]=[CH:12][CH:11]=[CH:10][CH:9]=2)[N:7]=1.[CH:17]1(Br)[CH2:21][CH2:20][CH2:19][CH2:18]1.CC[O-].[Na+], predict the reaction product. The product is: [NH2:1][C:2]1[N:3]=[C:4]([S:16][CH:17]2[CH2:21][CH2:20][CH2:19][CH2:18]2)[C:5]([C:14]#[N:15])=[C:6]([C:8]2[CH:13]=[CH:12][CH:11]=[CH:10][CH:9]=2)[N:7]=1. (2) Given the reactants [Cl:1][C:2]1[CH:7]=[CH:6][CH:5]=[C:4]([F:8])[C:3]=1[NH:9][C:10]1[NH:11][C:12]2[C:18]3[CH2:19][C:20]([CH3:23])([CH3:22])[O:21][C:17]=3[C:16]([C:24]([O:26]C)=O)=[CH:15][C:13]=2[N:14]=1.[F:28][C:29]1[CH:35]=[C:34]([F:36])[C:33]([F:37])=[CH:32][C:30]=1[NH2:31].C[Al](C)C, predict the reaction product. The product is: [Cl:1][C:2]1[CH:7]=[CH:6][CH:5]=[C:4]([F:8])[C:3]=1[NH:9][C:10]1[NH:11][C:12]2[C:18]3[CH2:19][C:20]([CH3:23])([CH3:22])[O:21][C:17]=3[C:16]([C:24]([NH:31][C:30]3[CH:32]=[C:33]([F:37])[C:34]([F:36])=[CH:35][C:29]=3[F:28])=[O:26])=[CH:15][C:13]=2[N:14]=1. (3) Given the reactants [Si]([O:8][C@@H:9]1[C@@:26]2([CH3:27])[C:13](=[CH:14][CH:15]=[C:16]3[C@@H:25]2[CH2:24][CH2:23][C@@:21]2([CH3:22])[C@H:17]3[CH2:18][CH2:19][C@@H:20]2[CH2:28][OH:29])[CH2:12][C@@H:11]([O:30][Si](C(C)(C)C)(C)C)[CH2:10]1)(C(C)(C)C)(C)C.O1CCCC1.[F-].C([N+](CCCC)(CCCC)CCCC)CCC, predict the reaction product. The product is: [OH:8][C@@H:9]1[C@@:26]2([CH3:27])[C:13](=[CH:14][CH:15]=[C:16]3[C@@H:25]2[CH2:24][CH2:23][C@@:21]2([CH3:22])[C@H:17]3[CH2:18][CH2:19][C@@H:20]2[CH2:28][OH:29])[CH2:12][C@@H:11]([OH:30])[CH2:10]1. (4) Given the reactants [Cl:1][C:2]1[CH:10]=[CH:9][CH:8]=[CH:7][C:3]=1[C:4]([NH2:6])=[O:5].[C:11](Cl)(=[O:15])C(Cl)=O.[CH:17]([S:19]([C:22]1[CH:31]=[CH:30][C:25]2[N:26]=[C:27]([NH2:29])[S:28][C:24]=2[CH:23]=1)(=[O:21])=[O:20])=[CH2:18], predict the reaction product. The product is: [Cl:1][C:2]1[CH:10]=[CH:9][CH:8]=[CH:7][C:3]=1[C:4]([NH:6][C:11](=[O:15])[NH:29][C:27]1[S:28][C:24]2[CH:23]=[C:22]([S:19]([CH:17]=[CH2:18])(=[O:21])=[O:20])[CH:31]=[CH:30][C:25]=2[N:26]=1)=[O:5].